From a dataset of Forward reaction prediction with 1.9M reactions from USPTO patents (1976-2016). Predict the product of the given reaction. (1) Given the reactants [Cl:1][C:2]1[CH:12]=[C:6]([C:7]([O:9][CH2:10][CH3:11])=[O:8])[C:5]([OH:13])=[CH:4][CH:3]=1.Cl[C:15]1[C:24]2[C:19](=[CH:20][C:21]([O:27][CH3:28])=[C:22]([O:25][CH3:26])[CH:23]=2)[N:18]=[CH:17][CH:16]=1, predict the reaction product. The product is: [Cl:1][C:2]1[CH:3]=[CH:4][C:5]([O:13][C:15]2[C:24]3[C:19](=[CH:20][C:21]([O:27][CH3:28])=[C:22]([O:25][CH3:26])[CH:23]=3)[N:18]=[CH:17][CH:16]=2)=[C:6]([CH:12]=1)[C:7]([O:9][CH2:10][CH3:11])=[O:8]. (2) Given the reactants [Br:1][C:2]1[CH:3]=[C:4]([CH:19]2[C:28]3[C:27](=[O:29])[CH2:26][CH:25]([CH2:30][CH2:31][CH3:32])[CH2:24][C:23]=3[NH:22][C:21]([CH3:33])=[C:20]2[C:34]#[N:35])[CH:5]=[C:6]([OH:18])[C:7]=1[O:8][CH2:9][C:10]1[CH:15]=[CH:14][CH:13]=[C:12]([O:16][CH3:17])[CH:11]=1.Br[CH2:37][CH2:38][OH:39].C(=O)([O-])[O-].[K+].[K+], predict the reaction product. The product is: [Br:1][C:2]1[CH:3]=[C:4]([CH:19]2[C:28]3[C:27](=[O:29])[CH2:26][CH:25]([CH2:30][CH2:31][CH3:32])[CH2:24][C:23]=3[NH:22][C:21]([CH3:33])=[C:20]2[C:34]#[N:35])[CH:5]=[C:6]([O:18][CH2:37][CH2:38][OH:39])[C:7]=1[O:8][CH2:9][C:10]1[CH:15]=[CH:14][CH:13]=[C:12]([O:16][CH3:17])[CH:11]=1. (3) Given the reactants [CH2:1]([C:3]1([CH2:26][CH2:27][OH:28])[C:8]2[NH:9][C:10]3[C:15]([C:7]=2[CH2:6][CH2:5][O:4]1)=[CH:14][C:13]([CH2:16][CH2:17][C:18](OCC)=[O:19])=[CH:12][C:11]=3[CH:23]([CH3:25])[CH3:24])[CH3:2].[H-].[H-].[H-].[H-].[Li+].[Al+3], predict the reaction product. The product is: [CH2:1]([C:3]1([CH2:26][CH2:27][OH:28])[C:8]2[NH:9][C:10]3[C:15]([C:7]=2[CH2:6][CH2:5][O:4]1)=[CH:14][C:13]([CH2:16][CH2:17][CH2:18][OH:19])=[CH:12][C:11]=3[CH:23]([CH3:24])[CH3:25])[CH3:2]. (4) The product is: [CH3:16][C:7]1[CH:8]=[C:9]([CH:10]=[CH:11][CH:12]=1)[C:13]([NH:28][C:25]1[S:26][CH:27]=[C:23]([C:20]2[CH:21]=[CH:22][N:17]=[CH:18][CH:19]=2)[N:24]=1)=[O:15]. Given the reactants C(Cl)(=O)C(Cl)=O.[C:7]1([CH3:16])[CH:12]=[CH:11][CH:10]=[C:9]([C:13]([OH:15])=O)[CH:8]=1.[N:17]1[CH:22]=[CH:21][C:20]([C:23]2[N:24]=[C:25]([NH2:28])[S:26][CH:27]=2)=[CH:19][CH:18]=1, predict the reaction product. (5) Given the reactants O[CH2:2][CH2:3][C:4]1[CH:22]=[CH:21][C:7]([O:8][CH2:9][CH2:10][O:11][CH2:12][C:13]2[CH:14]=[C:15]([CH:18]=[CH:19][CH:20]=2)[C:16]#[N:17])=[CH:6][CH:5]=1.C1C=CC(P(C2C=CC=CC=2)C2C=CC=CC=2)=CC=1.C(Br)(Br)(Br)[Br:43], predict the reaction product. The product is: [Br:43][CH2:2][CH2:3][C:4]1[CH:22]=[CH:21][C:7]([O:8][CH2:9][CH2:10][O:11][CH2:12][C:13]2[CH:14]=[C:15]([CH:18]=[CH:19][CH:20]=2)[C:16]#[N:17])=[CH:6][CH:5]=1. (6) Given the reactants [CH3:1][N:2]1[CH2:7][CH2:6][N:5]([C:8]2[N:13]=[CH:12][C:11]([NH2:14])=[CH:10][CH:9]=2)[CH2:4][CH2:3]1.C(N1CCN(C2C=C(N[C:30]([C:32]3[C:33]4[N:34]=[CH:35][CH:36]=[N:37][C:38]=4[C:39]([C:42]4[C:51]5[C:46](=[CH:47][CH:48]=[CH:49][CH:50]=5)[CH:45]=[N:44][CH:43]=4)=[CH:40][CH:41]=3)=[O:31])C=CC=2)CC1)C, predict the reaction product. The product is: [CH3:1][N:2]1[CH2:7][CH2:6][N:5]([C:8]2[N:13]=[CH:12][C:11]([NH:14][C:30]([C:32]3[C:33]4[N:34]=[CH:35][CH:36]=[N:37][C:38]=4[C:39]([C:42]4[C:51]5[C:46](=[CH:47][CH:48]=[CH:49][CH:50]=5)[CH:45]=[N:44][CH:43]=4)=[CH:40][CH:41]=3)=[O:31])=[CH:10][CH:9]=2)[CH2:4][CH2:3]1. (7) Given the reactants Cl[C:2]1[C:7]([C:8]2[CH:13]=[CH:12][C:11]([CH3:14])=[CH:10][CH:9]=2)=[C:6]([Cl:15])[N:5]=[CH:4][N:3]=1.[K+].[CH2:17]([S:20]([NH-:23])(=[O:22])=[O:21])[CH2:18][CH3:19].Cl, predict the reaction product. The product is: [Cl:15][C:6]1[N:5]=[CH:4][N:3]=[C:2]([NH:23][S:20]([CH2:17][CH2:18][CH3:19])(=[O:22])=[O:21])[C:7]=1[C:8]1[CH:13]=[CH:12][C:11]([CH3:14])=[CH:10][CH:9]=1. (8) The product is: [Cl:37][C:23]1[C:24]([NH:26][CH:27]2[CH:32]3[CH2:33][CH:29]([CH:30]=[CH:31]3)[CH:28]2[C:34]([NH2:36])=[O:35])=[N:25][C:20]([NH:18][C:15]2[CH:16]=[CH:17][C:10]3[CH2:9][CH2:8][CH:7]([N:1]4[CH2:6][CH2:5][O:4][CH2:3][CH2:2]4)[CH2:13][CH2:12][C:11]=3[CH:14]=2)=[N:21][CH:22]=1. Given the reactants [N:1]1([CH:7]2[CH2:13][CH2:12][C:11]3[CH:14]=[C:15]([NH2:18])[CH:16]=[CH:17][C:10]=3[CH2:9][CH2:8]2)[CH2:6][CH2:5][O:4][CH2:3][CH2:2]1.Cl[C:20]1[N:25]=[C:24]([NH:26][C@@H:27]2[C@@H:32]3[CH2:33][C@@H:29]([CH:30]=[CH:31]3)[C@@H:28]2[C:34]([NH2:36])=[O:35])[C:23]([Cl:37])=[CH:22][N:21]=1, predict the reaction product. (9) Given the reactants [CH:1]1[C:9]2[C:8]3[CH2:10][CH2:11][CH2:12][CH2:13][CH2:14][CH2:15][C:7]=3[O:6][C:5]=2[CH:4]=[CH:3][C:2]=1[NH2:16].[C:17](Cl)(=[O:24])[CH2:18][CH2:19][CH2:20][CH2:21][CH2:22][CH3:23], predict the reaction product. The product is: [CH:1]1[C:9]2[C:8]3[CH2:10][CH2:11][CH2:12][CH2:13][CH2:14][CH2:15][C:7]=3[O:6][C:5]=2[CH:4]=[CH:3][C:2]=1[NH:16][C:17](=[O:24])[CH2:18][CH2:19][CH2:20][CH2:21][CH2:22][CH3:23]. (10) Given the reactants Cl[CH2:2][C:3]([N:5]1[CH2:10][CH2:9][O:8][CH2:7][CH2:6]1)=[O:4].[C:11]([NH:18][C@H:19]([C:29]([OH:31])=[O:30])[CH2:20][O:21][CH2:22][C:23]1[CH:28]=[CH:27][CH:26]=[CH:25][CH:24]=1)([O:13][C:14]([CH3:17])([CH3:16])[CH3:15])=[O:12].C(N(CC)CC)C.[I-].[Na+], predict the reaction product. The product is: [O:8]1[CH2:9][CH2:10][N:5]([C:3]([CH2:2][O:31][C:29](=[O:30])[C@H:19]([CH2:20][O:21][CH2:22][C:23]2[CH:24]=[CH:25][CH:26]=[CH:27][CH:28]=2)[NH:18][C:11]([O:13][C:14]([CH3:16])([CH3:15])[CH3:17])=[O:12])=[O:4])[CH2:6][CH2:7]1.